This data is from Full USPTO retrosynthesis dataset with 1.9M reactions from patents (1976-2016). The task is: Predict the reactants needed to synthesize the given product. (1) Given the product [Cl:1][C:2]1[O:3][C:4]2[CH:10]=[CH:9][C:8]([C:11]([CH2:27][CH3:28])=[C:12]([C:20]3[CH:21]=[CH:22][C:23]([OH:26])=[CH:24][CH:25]=3)[C:13]3[CH:14]=[N:15][C:16]([N:30]([CH3:29])[CH2:31][CH2:32][NH:33][CH3:34])=[CH:17][CH:18]=3)=[CH:7][C:5]=2[CH:6]=1, predict the reactants needed to synthesize it. The reactants are: [Cl:1][C:2]1[O:3][C:4]2[CH:10]=[CH:9][C:8]([C:11]([CH2:27][CH3:28])=[C:12]([C:20]3[CH:25]=[CH:24][C:23]([OH:26])=[CH:22][CH:21]=3)[C:13]3[CH:14]=[N:15][C:16](Cl)=[CH:17][CH:18]=3)=[CH:7][C:5]=2[CH:6]=1.[CH3:29][NH:30][CH2:31][CH2:32][NH:33][CH3:34]. (2) Given the product [NH2:32][C:28]1([C:25]2[CH:24]=[CH:23][C:22]([C:14]3[O:13][C:5]4[N:6]=[C:7]([N:44]5[CH2:45][CH2:46][CH:41]([OH:40])[CH2:42][CH2:43]5)[N:8]=[C:3]([O:2][CH3:1])[C:4]=4[C:15]=3[C:16]3[CH:21]=[CH:20][CH:19]=[CH:18][CH:17]=3)=[CH:27][CH:26]=2)[CH2:29][CH2:30][CH2:31]1, predict the reactants needed to synthesize it. The reactants are: [CH3:1][O:2][C:3]1[C:4]2[C:15]([C:16]3[CH:21]=[CH:20][CH:19]=[CH:18][CH:17]=3)=[C:14]([C:22]3[CH:27]=[CH:26][C:25]([C:28]4([NH:32]C(=O)OC(C)(C)C)[CH2:31][CH2:30][CH2:29]4)=[CH:24][CH:23]=3)[O:13][C:5]=2[N:6]=[C:7](S(C)(=O)=O)[N:8]=1.[OH:40][CH:41]1[CH2:46][CH2:45][NH:44][CH2:43][CH2:42]1. (3) Given the product [NH2:21][C:19]1[CH:18]=[CH:17][C:3]([O:4][C:5]2[CH:6]=[C:7]([C:11](=[O:16])[C:12]([CH3:15])([CH3:14])[CH3:13])[CH:8]=[CH:9][CH:10]=2)=[C:2]([Cl:1])[CH:20]=1, predict the reactants needed to synthesize it. The reactants are: [Cl:1][C:2]1[CH:20]=[C:19]([N+:21]([O-])=O)[CH:18]=[CH:17][C:3]=1[O:4][C:5]1[CH:6]=[C:7]([C:11](=[O:16])[C:12]([CH3:15])([CH3:14])[CH3:13])[CH:8]=[CH:9][CH:10]=1.[Cl-].[Ca+2].[Cl-].O. (4) Given the product [Br:6][C:7]1[CH:12]=[CH:11][CH:10]=[C:9]([O:4][CH:1]([CH3:3])[CH3:2])[N:8]=1, predict the reactants needed to synthesize it. The reactants are: [CH:1]([OH:4])([CH3:3])[CH3:2].[Na].[Br:6][C:7]1[CH:12]=[CH:11][CH:10]=[C:9](Br)[N:8]=1. (5) Given the product [CH3:8][C:9]1([CH3:24])[CH2:18][CH2:17][C:16]([CH3:20])([CH3:19])[C:15]2[CH:14]=[C:13]([C:21]([O:38][CH2:37][C:34]3[CH:33]=[CH:32][C:31]([C:30]([NH:29][CH:25]4[CH2:28][CH2:27][CH2:26]4)=[O:39])=[CH:36][CH:35]=3)=[O:22])[CH:12]=[CH:11][C:10]1=2, predict the reactants needed to synthesize it. The reactants are: C(N(CC)CC)C.[CH3:8][C:9]1([CH3:24])[CH2:18][CH2:17][C:16]([CH3:20])([CH3:19])[C:15]2[CH:14]=[C:13]([C:21](Cl)=[O:22])[CH:12]=[CH:11][C:10]1=2.[CH:25]1([NH:29][C:30](=[O:39])[C:31]2[CH:36]=[CH:35][C:34]([CH2:37][OH:38])=[CH:33][CH:32]=2)[CH2:28][CH2:27][CH2:26]1.O. (6) The reactants are: C(OC([N:8]1[CH2:15][CH2:14][CH2:13][CH2:12][N:11]([S:16]([C:19]2[C:20]3[C:21]([Cl:29])=[CH:22][N:23]=[CH:24][C:25]=3[CH:26]=[CH:27][CH:28]=2)(=[O:18])=[O:17])[C@@H:10]([CH3:30])[CH2:9]1)=O)(C)(C)C.O1CCOCC1.[ClH:37]. Given the product [ClH:29].[ClH:37].[Cl:29][C:21]1[C:20]2[C:19]([S:16]([N:11]3[CH2:12][CH2:13][CH2:14][CH2:15][NH:8][CH2:9][C@@H:10]3[CH3:30])(=[O:17])=[O:18])=[CH:28][CH:27]=[CH:26][C:25]=2[CH:24]=[N:23][CH:22]=1, predict the reactants needed to synthesize it.